From a dataset of Forward reaction prediction with 1.9M reactions from USPTO patents (1976-2016). Predict the product of the given reaction. (1) Given the reactants [CH:1]1([N:4]2[C:13]3[C:8](=[CH:9][C:10]([F:15])=[C:11](F)[CH:12]=3)[C:7](=[O:16])[C:6]([C:17]([OH:19])=[O:18])=[CH:5]2)[CH2:3][CH2:2]1.[C:20]([O:24][C:25]([N:27]1[CH2:30][C:29]2([C:34](=[N:35][O:36][CH3:37])[CH2:33][NH:32][CH2:31]2)[CH2:28]1)=[O:26])([CH3:23])([CH3:22])[CH3:21], predict the reaction product. The product is: [C:20]([O:24][C:25]([N:27]1[CH2:30][C:29]2([C:34](=[N:35][O:36][CH3:37])[CH2:33][N:32]([C:11]3[CH:12]=[C:13]4[C:8]([C:7](=[O:16])[C:6]([C:17]([OH:19])=[O:18])=[CH:5][N:4]4[CH:1]4[CH2:3][CH2:2]4)=[CH:9][C:10]=3[F:15])[CH2:31]2)[CH2:28]1)=[O:26])([CH3:23])([CH3:22])[CH3:21]. (2) Given the reactants [O:1]=[C:2]1[CH2:7][CH2:6][CH2:5][CH2:4][CH:3]1C=O.CC([O-])=O.[Na+].[NH2:15][C:16]1[CH:24]=[CH:23][C:19]([C:20]([OH:22])=[O:21])=[CH:18][CH:17]=1.Cl.[N:26]([O-])=O.[Na+], predict the reaction product. The product is: [O:1]=[C:2]1[CH2:7][CH2:6][CH2:5][CH2:4][C:3]1=[N:26][NH:15][C:16]1[CH:24]=[CH:23][C:19]([C:20]([OH:22])=[O:21])=[CH:18][CH:17]=1. (3) Given the reactants FC(F)(F)C([O-])=O.[Cl:8][CH2:9][CH2:10][CH2:11][CH2:12][CH2:13][CH2:14][O:15][CH2:16][CH2:17][O:18][CH2:19][CH2:20][NH3+:21].C(N(C(C)C)CC)(C)C, predict the reaction product. The product is: [Cl:8][CH2:9][CH2:10][CH2:11][CH2:12][CH2:13][CH2:14][O:15][CH2:16][CH2:17][O:18][CH2:19][CH2:20][NH2:21]. (4) Given the reactants [F:1][C:2]1[C:3](NN)=[N:4][C:5]([F:8])=[CH:6][CH:7]=1.[Br:11]Br, predict the reaction product. The product is: [Br:11][C:3]1[C:2]([F:1])=[CH:7][CH:6]=[C:5]([F:8])[N:4]=1.